Dataset: Full USPTO retrosynthesis dataset with 1.9M reactions from patents (1976-2016). Task: Predict the reactants needed to synthesize the given product. (1) Given the product [C:26]1([C:32]2[CH:33]=[CH:34][C:35]3[O:39][C:38]([CH2:40][O:41][C:22](=[O:23])[NH2:1])=[CH:37][C:36]=3[CH:42]=2)[CH:27]=[CH:28][CH:29]=[CH:30][CH:31]=1, predict the reactants needed to synthesize it. The reactants are: [NH2:1]C1C=CC(C2C=CC=CC=2)=CC=1C#N.N1C=CC=CC=1.[C:22](Cl)(Cl)=[O:23].[C:26]1([C:32]2[CH:33]=[CH:34][C:35]3[O:39][C:38]([CH2:40][OH:41])=[CH:37][C:36]=3[CH:42]=2)[CH:31]=[CH:30][CH:29]=[CH:28][CH:27]=1.C(N(CC)CC)C. (2) Given the product [OH:8][CH2:9][CH2:10][N:11]([CH3:23])[C:12]1[CH:22]=[CH:21][C:15]([C:16]([O:18][CH2:19][CH3:20])=[O:17])=[CH:14][CH:13]=1, predict the reactants needed to synthesize it. The reactants are: [Si]([O:8][CH2:9][CH2:10][N:11]([CH3:23])[C:12]1[CH:22]=[CH:21][C:15]([C:16]([O:18][CH2:19][CH3:20])=[O:17])=[CH:14][CH:13]=1)(C(C)(C)C)(C)C.[F-].C([N+](CCCC)(CCCC)CCCC)CCC. (3) Given the product [Br:1][C:2]1[C:3](=[O:25])[NH:4][C:5]([C:11]2[CH:16]=[C:15]([C:17](=[O:20])[CH2:18][N:30]3[CH2:31][CH2:32][N:27]([CH3:26])[CH2:28][CH2:29]3)[CH:14]=[CH:13][C:12]=2[O:21][CH2:22][CH2:23][CH3:24])=[N:6][C:7]=1[CH:8]([CH3:10])[CH3:9], predict the reactants needed to synthesize it. The reactants are: [Br:1][C:2]1[C:3](=[O:25])[NH:4][C:5]([C:11]2[CH:16]=[C:15]([C:17](=[O:20])[CH2:18]Br)[CH:14]=[CH:13][C:12]=2[O:21][CH2:22][CH2:23][CH3:24])=[N:6][C:7]=1[CH:8]([CH3:10])[CH3:9].[CH3:26][N:27]1[CH2:32][CH2:31][NH:30][CH2:29][CH2:28]1. (4) Given the product [CH2:1]([N:3]1[C:12]2[C:7](=[N:8][CH:9]=[C:10]([CH2:13][C:14]3[CH:19]=[CH:18][C:17]([F:20])=[CH:16][CH:15]=3)[CH:11]=2)[C:6]([OH:21])=[C:5]([C:22]([NH:28][CH:29]([CH3:32])[CH2:30][OH:31])=[O:23])[C:4]1=[O:27])[CH3:2], predict the reactants needed to synthesize it. The reactants are: [CH2:1]([N:3]1[C:12]2[C:7](=[N:8][CH:9]=[C:10]([CH2:13][C:14]3[CH:19]=[CH:18][C:17]([F:20])=[CH:16][CH:15]=3)[CH:11]=2)[C:6]([OH:21])=[C:5]([C:22](OCC)=[O:23])[C:4]1=[O:27])[CH3:2].[NH2:28][CH:29]([CH3:32])[CH2:30][OH:31]. (5) Given the product [Br:1][C:2]1[CH:7]=[N:6][CH:5]=[C:4]([C:8]2[N:9]=[C:12]([CH3:13])[O:11][N:10]=2)[CH:3]=1, predict the reactants needed to synthesize it. The reactants are: [Br:1][C:2]1[CH:3]=[C:4]([C:8](=[N:10][OH:11])[NH2:9])[CH:5]=[N:6][CH:7]=1.[C:12](Cl)(=O)[CH3:13]. (6) Given the product [CH2:34]([N:35]([CH3:37])[CH2:18][CH2:17][O:16][C:14]1[CH:13]=[CH:12][CH:11]=[C:10]2[C:15]=1[C:6]([NH:5][C:4]1[CH:20]=[CH:21][C:22]([O:23][CH2:24][C:25]3[CH:30]=[CH:29][CH:28]=[CH:27][N:26]=3)=[C:2]([Cl:1])[CH:3]=1)=[N:7][CH:8]=[N:9]2)[CH:33]=[CH2:32], predict the reactants needed to synthesize it. The reactants are: [Cl:1][C:2]1[CH:3]=[C:4]([CH:20]=[CH:21][C:22]=1[O:23][CH2:24][C:25]1[CH:30]=[CH:29][CH:28]=[CH:27][N:26]=1)[NH:5][C:6]1[C:15]2[C:10](=[CH:11][CH:12]=[CH:13][C:14]=2[O:16][CH2:17][CH2:18]Cl)[N:9]=[CH:8][N:7]=1.C[CH:32]=[CH:33][CH2:34][NH2:35].O1CCOC[CH2:37]1.